This data is from Full USPTO retrosynthesis dataset with 1.9M reactions from patents (1976-2016). The task is: Predict the reactants needed to synthesize the given product. (1) Given the product [NH2:1][C:4]1[CH:5]=[CH:6][C:7]2[O:11][C:10]([C:12]([NH:14][C:15]3[CH:16]=[C:17]4[C:21](=[CH:22][CH:23]=3)[NH:20][C:19]([C:24]([OH:26])=[O:25])=[CH:18]4)=[O:13])=[CH:9][C:8]=2[CH:27]=1, predict the reactants needed to synthesize it. The reactants are: [N+:1]([C:4]1[CH:5]=[CH:6][C:7]2[O:11][C:10]([C:12]([NH:14][C:15]3[CH:16]=[C:17]4[C:21](=[CH:22][CH:23]=3)[NH:20][C:19]([C:24]([OH:26])=[O:25])=[CH:18]4)=[O:13])=[CH:9][C:8]=2[CH:27]=1)([O-])=O.[N+](C1C=C2C(=CC=1)NC(C(O)=O)=C2)([O-])=O. (2) Given the product [C:14]([C:12]1[N:13]=[C:9]([N:7]2[CH2:8][CH:5]([S:4][C:37]3[C@H:38]([CH3:61])[C@@H:39]4[C@@H:56]([C@H:57]([OH:59])[CH3:58])[C:55](=[O:60])[N:40]4[C:41]=3[C:42]([O:44][CH2:45][C:46]3[CH:47]=[CH:48][C:49]([N+:52]([O-:54])=[O:53])=[CH:50][CH:51]=3)=[O:43])[CH2:6]2)[S:10][CH:11]=1)#[N:15], predict the reactants needed to synthesize it. The reactants are: C([S:4][CH:5]1[CH2:8][N:7]([C:9]2[S:10][CH:11]=[C:12]([C:14]#[N:15])[N:13]=2)[CH2:6]1)(=O)C.C(O)(=O)C.NN.C1(P(O[C:37]2[C@H:38]([CH3:61])[C@H:39]3[C@@H:56]([C@H:57]([OH:59])[CH3:58])[C:55](=[O:60])[N:40]3[C:41]=2[C:42]([O:44][CH2:45][C:46]2[CH:51]=[CH:50][C:49]([N+:52]([O-:54])=[O:53])=[CH:48][CH:47]=2)=[O:43])(C2C=CC=CC=2)=O)C=CC=CC=1.C(N(C(C)C)CC)(C)C.C(=O)([O-])O.[Na+]. (3) The reactants are: [OH:1][CH:2]([C:12]1[CH:17]=[CH:16][CH:15]=[CH:14][CH:13]=1)[CH2:3][NH:4][C:5](=[O:11])[O:6][C:7]([CH3:10])([CH3:9])[CH3:8].O[N:19]1[C:23](=[O:24])[C:22]2=[CH:25][CH:26]=[CH:27][CH:28]=[C:21]2[C:20]1=[O:29].C1(P(C2C=CC=CC=2)C2C=CC=CC=2)C=CC=CC=1.N(C(OCC)=O)=NC(OCC)=O. Given the product [O:29]=[C:20]1[C:21]2[C:22](=[CH:25][CH:26]=[CH:27][CH:28]=2)[C:23](=[O:24])[N:19]1[O:1][CH:2]([C:12]1[CH:17]=[CH:16][CH:15]=[CH:14][CH:13]=1)[CH2:3][NH:4][C:5](=[O:11])[O:6][C:7]([CH3:10])([CH3:8])[CH3:9], predict the reactants needed to synthesize it. (4) Given the product [Br:13][C:4]1[CH:5]=[C:6]([CH2:9][C:10]#[N:11])[CH:7]=[CH:8][C:3]=1[O:2][CH3:1], predict the reactants needed to synthesize it. The reactants are: [CH3:1][O:2][C:3]1[CH:8]=[CH:7][C:6]([CH2:9][C:10]#[N:11])=[CH:5][CH:4]=1.[K+].[Br-:13].[N+]([O-])(O)=O. (5) Given the product [Cl:1][C:2]1[CH:3]=[C:4]([NH:5][N:9]=[C:15]([C:19]([O:21][CH2:22][CH3:23])=[O:20])[CH2:16][CH2:17][CH2:18][C:14]([OH:13])=[O:24])[CH:6]=[CH:7][CH:8]=1, predict the reactants needed to synthesize it. The reactants are: [Cl:1][C:2]1[CH:3]=[C:4]([CH:6]=[CH:7][CH:8]=1)[NH2:5].[N:9]([O-])=O.[Na+].[O:13]=[C:14]1[CH2:18][CH2:17][CH2:16][CH:15]1[C:19]([O:21][CH2:22][CH3:23])=[O:20].[OH2:24].